Dataset: Forward reaction prediction with 1.9M reactions from USPTO patents (1976-2016). Task: Predict the product of the given reaction. (1) The product is: [NH2:8][C:9]1[CH:14]=[CH:13][CH:12]=[CH:11][C:10]=1[NH:15][C:16](=[O:17])/[CH:18]=[CH:19]/[C:20]1[CH:25]=[CH:24][C:23]([CH:26]([C:27](=[O:28])[NH:78][C:75]2[CH:76]=[CH:77][C:72]([CH:69]3[CH2:71][CH2:70]3)=[CH:73][CH:74]=2)[N:30]2[CH2:34][CH2:33][C@H:32]([OH:35])[CH2:31]2)=[CH:22][CH:21]=1. Given the reactants C(OC([NH:8][C:9]1[CH:14]=[CH:13][CH:12]=[CH:11][C:10]=1[NH:15][C:16]([CH:18]=[CH:19][C:20]1[CH:25]=[CH:24][C:23]([CH:26]([N:30]2[CH2:34][CH2:33][CH:32]([OH:35])[CH2:31]2)[C:27](O)=[O:28])=[CH:22][CH:21]=1)=[O:17])=O)(C)(C)C.C1CN([P+](Br)(N2CCCC2)N2CCCC2)CC1.F[P-](F)(F)(F)(F)F.CCN(C(C)C)C(C)C.[CH:69]1([C:72]2[CH:77]=[CH:76][C:75]([NH2:78])=[CH:74][CH:73]=2)[CH2:71][CH2:70]1.Cl.C([O-])(O)=O.[Na+], predict the reaction product. (2) Given the reactants [CH2:1]([O:3][C:4]([C:6]1[CH:7]=[N:8][C:9]([N:19]([CH2:32][C:33]2[CH:38]=[CH:37][C:36]([O:39][CH3:40])=[CH:35][CH:34]=2)[C:20]2[CH:21]=[N:22][C:23]([N:26]3[CH2:31][CH2:30][O:29][CH2:28][CH2:27]3)=[CH:24][CH:25]=2)=[CH:10][C:11]=1[NH:12]C(=O)C(F)(F)F)=[O:5])[CH3:2], predict the reaction product. The product is: [CH2:1]([O:3][C:4]([C:6]1[CH:7]=[N:8][C:9]([N:19]([CH2:32][C:33]2[CH:34]=[CH:35][C:36]([O:39][CH3:40])=[CH:37][CH:38]=2)[C:20]2[CH:21]=[N:22][C:23]([N:26]3[CH2:27][CH2:28][O:29][CH2:30][CH2:31]3)=[CH:24][CH:25]=2)=[CH:10][C:11]=1[NH2:12])=[O:5])[CH3:2]. (3) Given the reactants CC(OI1(OC(C)=O)(OC(C)=O)OC(=O)C2C1=CC=CC=2)=O.[CH3:23][O:24][C:25]1[CH:30]=[CH:29][N:28]=[C:27]2[N:31]([CH:34]([C:38]3[CH:43]=[CH:42][CH:41]=[CH:40][CH:39]=3)[CH2:35][CH2:36][OH:37])[CH:32]=[CH:33][C:26]=12.C([O-])(O)=O.[Na+], predict the reaction product. The product is: [CH3:23][O:24][C:25]1[CH:30]=[CH:29][N:28]=[C:27]2[N:31]([CH:34]([C:38]3[CH:43]=[CH:42][CH:41]=[CH:40][CH:39]=3)[CH2:35][CH:36]=[O:37])[CH:32]=[CH:33][C:26]=12. (4) Given the reactants C([O:8][C:9]1[CH:14]=[CH:13][C:12]([NH:15][C:16]2[N:20]([CH3:21])[C:19]3[CH:22]=[CH:23][CH:24]=[CH:25][C:18]=3[N:17]=2)=[CH:11][CH:10]=1)C1C=CC=CC=1.C(O)(=O)C, predict the reaction product. The product is: [CH3:21][N:20]1[C:19]2[CH:22]=[CH:23][CH:24]=[CH:25][C:18]=2[N:17]=[C:16]1[NH:15][C:12]1[CH:13]=[CH:14][C:9]([OH:8])=[CH:10][CH:11]=1.